Dataset: Forward reaction prediction with 1.9M reactions from USPTO patents (1976-2016). Task: Predict the product of the given reaction. (1) Given the reactants C([O:3][C:4]([CH:6]1[O:10][C:9]2[CH:11]=[CH:12][C:13]([CH2:15][CH:16]([N:18]([C:21]([O:23][C:24]([CH3:27])([CH3:26])[CH3:25])=[O:22])[CH2:19][CH3:20])[CH3:17])=[CH:14][C:8]=2[O:7]1)=[O:5])C.O.[OH-].[Li+], predict the reaction product. The product is: [C:24]([O:23][C:21]([N:18]([CH2:19][CH3:20])[CH:16]([CH3:17])[CH2:15][C:13]1[CH:12]=[CH:11][C:9]2[O:10][CH:6]([C:4]([OH:5])=[O:3])[O:7][C:8]=2[CH:14]=1)=[O:22])([CH3:26])([CH3:27])[CH3:25]. (2) Given the reactants [CH3:1][C:2]1[S:3][C:4]2[CH:10]=[CH:9][C:8]([C:11](OC)=[O:12])=[CH:7][C:5]=2[N:6]=1.[H-].[Al+3].[Li+].[H-].[H-].[H-], predict the reaction product. The product is: [CH3:1][C:2]1[S:3][C:4]2[CH:10]=[CH:9][C:8]([CH2:11][OH:12])=[CH:7][C:5]=2[N:6]=1. (3) Given the reactants [CH:1]([NH:3][CH2:4][CH2:5][C:6]1[CH:11]=[CH:10][CH:9]=[CH:8][CH:7]=1)=O.O=P(Cl)(Cl)Cl, predict the reaction product. The product is: [CH:1]1[C:11]2[C:6](=[CH:7][CH:8]=[CH:9][CH:10]=2)[CH2:5][CH2:4][N:3]=1. (4) Given the reactants CC(C)(C)C([NH:5][C:6]1[N:11]=[CH:10][C:9]2[CH:12]([C:15]([O-:17])=[O:16])[CH2:13][CH2:14][C:8]=2[CH:7]=1)=O, predict the reaction product. The product is: [NH2:5][C:6]1[N:11]=[CH:10][C:9]2[CH:12]([C:15]([OH:17])=[O:16])[CH2:13][CH2:14][C:8]=2[CH:7]=1. (5) Given the reactants Cl.[NH2:2][C:3]1[CH:7]=[CH:6][NH:5][C:4]=1[C:8]([O:10][CH2:11][CH3:12])=[O:9].CCN(C(C)C)C(C)C.CC(O)=O.[Cl:26][C:27]1[CH:34]=[CH:33][C:30]([CH:31]=O)=[C:29]([C:35]2([CH3:40])[O:39][CH2:38][CH2:37][O:36]2)[CH:28]=1.[B-]C#N.[Na+], predict the reaction product. The product is: [Cl:26][C:27]1[CH:34]=[CH:33][C:30]([CH2:31][NH:2][C:3]2[CH:7]=[CH:6][NH:5][C:4]=2[C:8]([O:10][CH2:11][CH3:12])=[O:9])=[C:29]([C:35]2([CH3:40])[O:36][CH2:37][CH2:38][O:39]2)[CH:28]=1. (6) Given the reactants [CH:1]1([Br:7])[CH2:6][CH2:5][CH2:4][CH2:3][CH2:2]1.[C:8]1([P:14]([C:21]2[CH:26]=[CH:25][CH:24]=[CH:23][CH:22]=2)[C:15]2[CH:20]=[CH:19][CH:18]=[CH:17][CH:16]=2)[CH:13]=[CH:12][CH:11]=[CH:10][CH:9]=1, predict the reaction product. The product is: [Br-:7].[CH:1]1([P+:14]([C:15]2[CH:16]=[CH:17][CH:18]=[CH:19][CH:20]=2)([C:21]2[CH:26]=[CH:25][CH:24]=[CH:23][CH:22]=2)[C:8]2[CH:9]=[CH:10][CH:11]=[CH:12][CH:13]=2)[CH2:6][CH2:5][CH2:4][CH2:3][CH2:2]1.